This data is from NCI-60 drug combinations with 297,098 pairs across 59 cell lines. The task is: Regression. Given two drug SMILES strings and cell line genomic features, predict the synergy score measuring deviation from expected non-interaction effect. (1) Drug 1: CCC1(CC2CC(C3=C(CCN(C2)C1)C4=CC=CC=C4N3)(C5=C(C=C6C(=C5)C78CCN9C7C(C=CC9)(C(C(C8N6C=O)(C(=O)OC)O)OC(=O)C)CC)OC)C(=O)OC)O.OS(=O)(=O)O. Drug 2: CC1=C(C=C(C=C1)NC(=O)C2=CC=C(C=C2)CN3CCN(CC3)C)NC4=NC=CC(=N4)C5=CN=CC=C5. Cell line: T-47D. Synergy scores: CSS=23.6, Synergy_ZIP=-6.67, Synergy_Bliss=-7.54, Synergy_Loewe=-71.5, Synergy_HSA=-13.0. (2) Drug 1: COC1=CC(=CC(=C1O)OC)C2C3C(COC3=O)C(C4=CC5=C(C=C24)OCO5)OC6C(C(C7C(O6)COC(O7)C8=CC=CS8)O)O. Drug 2: CC1C(C(=O)NC(C(=O)N2CCCC2C(=O)N(CC(=O)N(C(C(=O)O1)C(C)C)C)C)C(C)C)NC(=O)C3=C4C(=C(C=C3)C)OC5=C(C(=O)C(=C(C5=N4)C(=O)NC6C(OC(=O)C(N(C(=O)CN(C(=O)C7CCCN7C(=O)C(NC6=O)C(C)C)C)C)C(C)C)C)N)C. Cell line: UACC-257. Synergy scores: CSS=8.12, Synergy_ZIP=0.0450, Synergy_Bliss=1.36, Synergy_Loewe=1.67, Synergy_HSA=1.40. (3) Drug 1: CN(CC1=CN=C2C(=N1)C(=NC(=N2)N)N)C3=CC=C(C=C3)C(=O)NC(CCC(=O)O)C(=O)O. Drug 2: C1CC(C1)(C(=O)O)C(=O)O.[NH2-].[NH2-].[Pt+2]. Cell line: NCI-H460. Synergy scores: CSS=18.6, Synergy_ZIP=-5.08, Synergy_Bliss=-1.38, Synergy_Loewe=-42.8, Synergy_HSA=-5.63. (4) Drug 1: CC1=C(N=C(N=C1N)C(CC(=O)N)NCC(C(=O)N)N)C(=O)NC(C(C2=CN=CN2)OC3C(C(C(C(O3)CO)O)O)OC4C(C(C(C(O4)CO)O)OC(=O)N)O)C(=O)NC(C)C(C(C)C(=O)NC(C(C)O)C(=O)NCCC5=NC(=CS5)C6=NC(=CS6)C(=O)NCCC[S+](C)C)O. Drug 2: C1CNP(=O)(OC1)N(CCCl)CCCl. Cell line: HS 578T. Synergy scores: CSS=43.3, Synergy_ZIP=-1.68, Synergy_Bliss=-3.70, Synergy_Loewe=-39.4, Synergy_HSA=-2.71. (5) Cell line: OVCAR-4. Drug 1: CC1CCC2CC(C(=CC=CC=CC(CC(C(=O)C(C(C(=CC(C(=O)CC(OC(=O)C3CCCCN3C(=O)C(=O)C1(O2)O)C(C)CC4CCC(C(C4)OC)O)C)C)O)OC)C)C)C)OC. Drug 2: CC(C)NC(=O)C1=CC=C(C=C1)CNNC.Cl. Synergy scores: CSS=23.7, Synergy_ZIP=-2.80, Synergy_Bliss=2.05, Synergy_Loewe=-69.5, Synergy_HSA=1.09.